This data is from Full USPTO retrosynthesis dataset with 1.9M reactions from patents (1976-2016). The task is: Predict the reactants needed to synthesize the given product. (1) Given the product [NH2:1][C:2]1[N:3]=[CH:4][C:5]([C:18]2[CH:19]=[CH:20][C:21]([CH:22]=[O:23])=[CH:25][CH:26]=2)=[N:6][C:7]=1[NH:8][CH2:9][C:10]1[C:15]([Cl:16])=[CH:14][CH:13]=[CH:12][C:11]=1[Cl:17], predict the reactants needed to synthesize it. The reactants are: [NH2:1][C:2]1[N:3]=[CH:4][C:5]([C:18]2[CH:26]=[CH:25][C:21]([C:22](O)=[O:23])=[CH:20][CH:19]=2)=[N:6][C:7]=1[NH:8][CH2:9][C:10]1[C:15]([Cl:16])=[CH:14][CH:13]=[CH:12][C:11]=1[Cl:17].BrC1N=C(NCC2C(Cl)=CC=CC=2Cl)C(N)=NC=1.CC1(C)C(C)(C)OB(C2C=CC(C=O)=CC=2)O1. (2) Given the product [C:1]1([C:20]2[CH:25]=[CH:24][CH:23]=[CH:22][CH:21]=2)[CH:6]=[CH:5][C:4]([C:7]2[C:16]3[C:11](=[CH:12][C:13]([O:17][CH3:18])=[CH:14][CH:15]=3)[C:10]([Cl:28])=[N:9][N:8]=2)=[CH:3][CH:2]=1, predict the reactants needed to synthesize it. The reactants are: [C:1]1([C:20]2[CH:25]=[CH:24][CH:23]=[CH:22][CH:21]=2)[CH:6]=[CH:5][C:4]([C:7]2[C:16]3[C:11](=[CH:12][C:13]([O:17][CH3:18])=[CH:14][CH:15]=3)[C:10](=O)[NH:9][N:8]=2)=[CH:3][CH:2]=1.P(Cl)(Cl)([Cl:28])=O. (3) Given the product [Br:1][C:2]1[CH:7]=[CH:6][C:5]([CH2:8][C:13]2[CH:14]=[CH:15][CH:16]=[CH:17][C:12]=2[O:11][CH3:10])=[CH:4][CH:3]=1, predict the reactants needed to synthesize it. The reactants are: [Br:1][C:2]1[CH:7]=[CH:6][C:5]([CH2:8]Br)=[CH:4][CH:3]=1.[CH3:10][O:11][C:12]1[CH:17]=[CH:16][CH:15]=[CH:14][C:13]=1B(O)O.C([O-])([O-])=O.[Na+].[Na+].